Dataset: Forward reaction prediction with 1.9M reactions from USPTO patents (1976-2016). Task: Predict the product of the given reaction. The product is: [C:1]1([C:7]2([CH2:11][NH2:12])[CH2:10][CH2:9][CH2:8]2)[CH:6]=[CH:5][CH:4]=[CH:3][CH:2]=1. Given the reactants [C:1]1([C:7]2([C:11]#[N:12])[CH2:10][CH2:9][CH2:8]2)[CH:6]=[CH:5][CH:4]=[CH:3][CH:2]=1.[H-].[Al+3].[Li+].[H-].[H-].[H-], predict the reaction product.